From a dataset of NCI-60 drug combinations with 297,098 pairs across 59 cell lines. Regression. Given two drug SMILES strings and cell line genomic features, predict the synergy score measuring deviation from expected non-interaction effect. (1) Drug 1: CC(C1=C(C=CC(=C1Cl)F)Cl)OC2=C(N=CC(=C2)C3=CN(N=C3)C4CCNCC4)N. Drug 2: CNC(=O)C1=CC=CC=C1SC2=CC3=C(C=C2)C(=NN3)C=CC4=CC=CC=N4. Cell line: HOP-92. Synergy scores: CSS=11.9, Synergy_ZIP=-1.43, Synergy_Bliss=4.33, Synergy_Loewe=-0.303, Synergy_HSA=3.03. (2) Drug 1: CC1C(C(CC(O1)OC2CC(CC3=C2C(=C4C(=C3O)C(=O)C5=C(C4=O)C(=CC=C5)OC)O)(C(=O)C)O)N)O.Cl. Drug 2: C(CN)CNCCSP(=O)(O)O. Cell line: HCC-2998. Synergy scores: CSS=11.0, Synergy_ZIP=-4.52, Synergy_Bliss=0.713, Synergy_Loewe=-17.6, Synergy_HSA=-0.451.